Task: Predict the product of the given reaction.. Dataset: Forward reaction prediction with 1.9M reactions from USPTO patents (1976-2016) Given the reactants [C:1]([C@@H:4]1[CH2:8][CH2:7][C@H:6]([NH:9][C:10](=[O:16])[O:11][C:12]([CH3:15])([CH3:14])[CH3:13])[CH2:5]1)(=[O:3])[NH2:2].Cl[C:18]1[CH:23]=[C:22]([C:24]2[CH:29]=[CH:28][C:27]([F:30])=[CH:26][C:25]=2[O:31][CH3:32])[CH:21]=[CH:20][N:19]=1.C([O-])([O-])=O.[Cs+].[Cs+].CC1(C)C2C(=C(P(C3C=CC=CC=3)C3C=CC=CC=3)C=CC=2)OC2C(P(C3C=CC=CC=3)C3C=CC=CC=3)=CC=CC1=2, predict the reaction product. The product is: [F:30][C:27]1[CH:28]=[CH:29][C:24]([C:22]2[CH:23]=[CH:18][N:19]=[C:20]([NH:2][C:1]([C@@H:4]3[CH2:8][CH2:7][C@H:6]([NH:9][C:10](=[O:16])[O:11][C:12]([CH3:13])([CH3:15])[CH3:14])[CH2:5]3)=[O:3])[CH:21]=2)=[C:25]([O:31][CH3:32])[CH:26]=1.